This data is from Reaction yield outcomes from USPTO patents with 853,638 reactions. The task is: Predict the reaction yield, written as a fraction of the theoretical maximum amount of product (1.0 means a 100% yield; for example, 0.34 means a 34% yield). (1) The reactants are C[O:2][C:3]1[CH:12]=[CH:11][C:10]2[N:9]=[C:8]([C:13]3[S:14][CH:15]=[CH:16][N:17]=3)[C:7]([C:18]3[CH:23]=[CH:22][CH:21]=[CH:20][CH:19]=3)=[N:6][C:5]=2[C:4]=1[C:24]([O:26]C)=[O:25].B(Br)(Br)Br.O. The catalyst is ClCCl. The product is [OH:2][C:3]1[CH:12]=[CH:11][C:10]2[N:9]=[C:8]([C:13]3[S:14][CH:15]=[CH:16][N:17]=3)[C:7]([C:18]3[CH:23]=[CH:22][CH:21]=[CH:20][CH:19]=3)=[N:6][C:5]=2[C:4]=1[C:24]([OH:26])=[O:25]. The yield is 0.930. (2) The yield is 0.470. The product is [CH3:13][C:14]1([CH3:30])[C:18]([CH3:20])([CH3:19])[O:17][B:16]([C:2]2[CH:3]=[C:4]3[C:10]([C:11]#[N:12])=[CH:9][NH:8][C:5]3=[N:6][CH:7]=2)[O:15]1. The reactants are Br[C:2]1[CH:3]=[C:4]2[C:10]([C:11]#[N:12])=[CH:9][NH:8][C:5]2=[N:6][CH:7]=1.[CH3:13][C:14]1([CH3:30])[C:18]([CH3:20])([CH3:19])[O:17][B:16]([B:16]2[O:17][C:18]([CH3:20])([CH3:19])[C:14]([CH3:30])([CH3:13])[O:15]2)[O:15]1.C([O-])(=O)C.[K+]. The catalyst is O1CCOCC1. (3) The reactants are [N+:1]([C:4]1[N:8]=[CH:7][N:6]([C:9]2[CH:16]=[CH:15][C:14](/[CH:17]=[CH:18]/[CH:19]([C:24]3[CH:29]=[C:28]([Cl:30])[C:27]([Cl:31])=[C:26]([Cl:32])[CH:25]=3)[C:20]([F:23])([F:22])[F:21])=[CH:13][C:10]=2[C:11]#[N:12])[N:5]=1)([O-])=O.[NH4+].[Cl-]. The catalyst is CO.[Zn]. The product is [NH2:1][C:4]1[N:8]=[CH:7][N:6]([C:9]2[CH:16]=[CH:15][C:14](/[CH:17]=[CH:18]/[CH:19]([C:24]3[CH:25]=[C:26]([Cl:32])[C:27]([Cl:31])=[C:28]([Cl:30])[CH:29]=3)[C:20]([F:21])([F:22])[F:23])=[CH:13][C:10]=2[C:11]#[N:12])[N:5]=1. The yield is 0.890.